Dataset: Full USPTO retrosynthesis dataset with 1.9M reactions from patents (1976-2016). Task: Predict the reactants needed to synthesize the given product. Given the product [NH2:38][C:27]1[C:26]2[N:25]=[CH:24][N:23]([CH2:22][C:21]([CH3:40])([CH3:20])[OH:39])[C:35]=2[C:34]2[CH:33]=[CH:32][CH:31]=[CH:30][C:29]=2[N:28]=1, predict the reactants needed to synthesize it. The reactants are: C1(P(C2C=CC=CC=2)C2C=CC=CC=2)C=CC=CC=1.[CH3:20][C:21]([CH3:40])([OH:39])[CH2:22][N:23]1[C:35]2[C:34]3[C:29](=[CH:30][CH:31]=[CH:32][CH:33]=3)[N:28]3N=N[N:38]=[C:27]3[C:26]=2[N:25]=[CH:24]1.